From a dataset of Drug-target binding data from BindingDB using IC50 measurements. Regression. Given a target protein amino acid sequence and a drug SMILES string, predict the binding affinity score between them. We predict pIC50 (pIC50 = -log10(IC50 in M); higher means more potent). Dataset: bindingdb_ic50. (1) The compound is N#Cc1cnc(NC(=O)N2CCCc3ccc(C=O)nc32)cc1OCC1CCO1. The target protein sequence is GLYRGQALHGRHPRPPATVQKLSRFPLARQFSLESGSSGKSSSSLVRGVRLSSSGPALLAGLVSLDLPLDPLWEFPRDRLVLGKPLGEGCFGQVVRAEAFGMDPARPDQASTVAVKMLKDNASDKDLADLVSEMEVMKLIGRHKNIINLLGVCTQEGPLYVIVECAAKGNLREFLRARRPPGPDLSPDGPRSSEGPLSFPVLVSCAYQVARGMQYLESRKCIHRDLAARNVLVTEDNVMKIADFGLARGVHHIDYYKKTSNGRLPVKWMAPEALFDRVYTHQSDVWSFGILLWEIFTLGGSPYPGIPVEELFSLLREGHRMDRPPHCPPELYGLMRECWHAAPSQRPTFKQLVEALDKVLLAVSEEYLDLRLTFGPYSPSGGDASSTCSSSDSVFSHDPLPLGSSSFPFGSGVQT. The pIC50 is 9.4. (2) The small molecule is COc1ccc(C(=O)Nc2c(Cl)cncc2Cl)cc1OC1CCCC1. The target protein sequence is PWLVGWWDQFKRMLNRELTHLSEMSRSGNQVSEYISTTFLDKQNEVDIPSPTMKDHEKQQAPRQRPSQQPPPPGPQFQPMSQITGVKKLMHSSSLNEDSSIPRFGVKTDQEELLAQEL. The pIC50 is 9.0. (3) The small molecule is Cc1nc2ccccc2n1CC(=O)c1ccc(O)c(O)c1. The target protein (Q9Y263) has sequence MTSGATRYRLSCSLRGHELDVRGLVCCAYPPGAFVSVSRDRTTRLWAPDSPNRSFTEMHCMSGHSNFVSCVCIIPSSDIYPHGLIATGGNDHNICIFSLDSPMPLYILKGHKNTVCSLSSGKFGTLLSGSWDTTAKVWLNDKCMMTLQGHTAAVWAVKILPEQGLMLTGSADKTVKLWKAGRCERTFSGHEDCVRGLAILSETEFLSCANDASIRRWQITGECLEVYYGHTNYIYSISVFPNCRDFVTTAEDRSLRIWKHGECAQTIRLPAQSIWCCCVLDNGDIVVGASDGIIRVFTESEDRTASAEEIKAFEKELSHATIDSKTGDLGDINAEQLPGREHLNEPGTREGQTRLIRDGEKVEAYQWSVSEGRWIKIGDVVGSSGANQQTSGKVLYEGKEFDYVFSIDVNEGGPSYKLPYNTSDDPWLTAYNFLQKNDLNPMFLDQVAKFIIDNTKGQMLGLGNPSFSDPFTGGGRYVPGSSGSSNTLPTADPFTGAGRY.... The pIC50 is 5.9.